Dataset: Reaction yield outcomes from USPTO patents with 853,638 reactions. Task: Predict the reaction yield, written as a fraction of the theoretical maximum amount of product (1.0 means a 100% yield; for example, 0.34 means a 34% yield). (1) The reactants are [F:1][C:2]1[CH:7]=[CH:6][C:5]([C:8]2[C:17]3[C:12](=[CH:13][CH:14]=[C:15]([OH:18])[CH:16]=3)[C:11](=[O:19])[N:10]([CH2:20][CH:21]([CH3:23])[CH3:22])[C:9]=2[CH2:24][NH:25][C:26](=[O:32])[O:27][C:28]([CH3:31])([CH3:30])[CH3:29])=[CH:4][CH:3]=1.[H-].[Na+].C1C=CC(N([S:42]([C:45]([F:48])([F:47])[F:46])(=[O:44])=[O:43])[S:42]([C:45]([F:48])([F:47])[F:46])(=[O:44])=[O:43])=CC=1.O. The catalyst is CN(C)C=O. The product is [F:1][C:2]1[CH:3]=[CH:4][C:5]([C:8]2[C:17]3[C:12](=[CH:13][CH:14]=[C:15]([O:18][S:42]([C:45]([F:48])([F:47])[F:46])(=[O:44])=[O:43])[CH:16]=3)[C:11](=[O:19])[N:10]([CH2:20][CH:21]([CH3:23])[CH3:22])[C:9]=2[CH2:24][NH:25][C:26](=[O:32])[O:27][C:28]([CH3:30])([CH3:29])[CH3:31])=[CH:6][CH:7]=1. The yield is 0.882. (2) The reactants are [C:1]([CH:3]1[CH2:8][CH:7]([C:9]([O:11]CC)=[O:10])[CH2:6][CH2:5][N:4]1[C:14]([O:16][CH2:17][C:18]1[CH:23]=[CH:22][CH:21]=[CH:20][CH:19]=1)=[O:15])#[N:2].O[Li].O. The catalyst is C1COCC1.O. The product is [CH2:17]([O:16][C:14]([N:4]1[CH2:5][CH2:6][CH:7]([C:9]([OH:11])=[O:10])[CH2:8][CH:3]1[C:1]#[N:2])=[O:15])[C:18]1[CH:23]=[CH:22][CH:21]=[CH:20][CH:19]=1. The yield is 0.950. (3) The reactants are [CH3:1][C:2]1[CH:3]=[C:4]([C:8]([C:10]2[CH:15]=[CH:14][CH:13]=[C:12]([CH3:16])[N:11]=2)=O)[O:5][C:6]=1[CH3:7].[NH3:17]. The catalyst is CO. The product is [CH3:1][C:2]1[CH:3]=[C:4]([OH:5])[C:8]([C:10]2[CH:15]=[CH:14][CH:13]=[C:12]([CH3:16])[N:11]=2)=[N:17][C:6]=1[CH3:7]. The yield is 0.930. (4) The reactants are Br[C:2]1[N:3]=[C:4]2[N:11]([CH2:12][CH3:13])[CH2:10][C:9](=[O:14])[NH:8][C:5]2=[N:6][CH:7]=1.[O:15]1[CH2:20][CH2:19][CH2:18][CH2:17][CH:16]1[N:21]1[CH:25]=[N:24][N:23]=[C:22]1[C:26]1[CH:31]=[CH:30][C:29](B2OC(C)(C)C(C)(C)O2)=[CH:28][CH:27]=1.C(=O)([O-])[O-].[Na+].[Na+]. The catalyst is O1CCOCC1.O.C1C=CC(P(C2C=CC=CC=2)[C-]2C=CC=C2)=CC=1.C1C=CC(P(C2C=CC=CC=2)[C-]2C=CC=C2)=CC=1.Cl[Pd]Cl.[Fe+2]. The product is [CH2:12]([N:11]1[C:4]2[C:5](=[N:6][CH:7]=[C:2]([C:29]3[CH:30]=[CH:31][C:26]([C:22]4[N:21]([CH:16]5[CH2:17][CH2:18][CH2:19][CH2:20][O:15]5)[CH:25]=[N:24][N:23]=4)=[CH:27][CH:28]=3)[N:3]=2)[NH:8][C:9](=[O:14])[CH2:10]1)[CH3:13]. The yield is 0.450. (5) The reactants are Br[C:2]1[CH:3]=[C:4]([CH:9]=[CH:10][CH:11]=1)[C:5]([O:7][CH3:8])=[O:6].[C-]#N.[K+].[C:15](#[N:17])[CH3:16]. The catalyst is C1OCCOCCOCCOCCOCCOC1. The product is [C:15]([CH2:16][C:2]1[CH:3]=[C:4]([CH:9]=[CH:10][CH:11]=1)[C:5]([O:7][CH3:8])=[O:6])#[N:17]. The yield is 0.910. (6) The reactants are [CH:1]1([CH2:7][C:8](=O)[CH2:9][C:10]([O:12]CC)=[O:11])[CH2:6][CH2:5][CH2:4][CH2:3][CH2:2]1.[N:16]([C:19]1[CH:29]=[CH:28][C:22]([C:23]([NH:25][CH2:26][CH3:27])=[O:24])=[CH:21][CH:20]=1)=[N+:17]=[N-:18].[O-]CC.[Na+].O. The catalyst is C(O)C. The product is [CH:1]1([CH2:7][C:8]2[N:16]([C:19]3[CH:20]=[CH:21][C:22]([C:23]([NH:25][CH2:26][CH3:27])=[O:24])=[CH:28][CH:29]=3)[N:17]=[N:18][C:9]=2[C:10]([OH:12])=[O:11])[CH2:2][CH2:3][CH2:4][CH2:5][CH2:6]1. The yield is 0.924. (7) The reactants are Cl.Cl.[C:3]1([N:9]2[CH2:14][CH2:13][N:12]([C:15]([O:17][CH2:18][CH:19]3[O:24][CH2:23][CH2:22][NH:21][CH2:20]3)=[O:16])[CH2:11][CH2:10]2)[CH:8]=[CH:7][CH:6]=[CH:5][CH:4]=1.C=O.O.[C:28](O[BH-](OC(=O)C)OC(=O)C)(=O)C.[Na+]. The catalyst is CO. The product is [C:3]1([N:9]2[CH2:14][CH2:13][N:12]([C:15]([O:17][CH2:18][CH:19]3[O:24][CH2:23][CH2:22][N:21]([CH3:28])[CH2:20]3)=[O:16])[CH2:11][CH2:10]2)[CH:4]=[CH:5][CH:6]=[CH:7][CH:8]=1. The yield is 0.889.